This data is from Reaction yield outcomes from USPTO patents with 853,638 reactions. The task is: Predict the reaction yield, written as a fraction of the theoretical maximum amount of product (1.0 means a 100% yield; for example, 0.34 means a 34% yield). (1) The reactants are C(N1CCC2C3C(Br)=CC=CC=3NC=2CC1)(=O)C1C=CC=CC=1.[C:24]([N:32]1[CH2:45][CH2:44][C:43]2[C:42]3[C:41]([B:46]4[O:50][C:49]([CH3:52])([CH3:51])[C:48]([CH3:54])([CH3:53])[O:47]4)=[CH:40][CH:39]=[CH:38][C:37]=3[NH:36][C:35]=2[CH2:34][CH2:33]1)(=[O:31])[C:25]1[CH:30]=[CH:29][CH:28]=[CH:27][CH:26]=1.CCN(CC)CC.CC1(C)C(C)(C)OBO1. The catalyst is Cl[Pd](Cl)([P](C1C=CC=CC=1)(C1C=CC=CC=1)C1C=CC=CC=1)[P](C1C=CC=CC=1)(C1C=CC=CC=1)C1C=CC=CC=1.O1CCOCC1. The product is [C:24]([N:32]1[CH2:45][CH2:44][C:43]2[C:42]3[C:41]([B:46]4[O:47][C:48]([CH3:54])([CH3:53])[C:49]([CH3:52])([CH3:51])[O:50]4)=[CH:40][CH:39]=[CH:38][C:37]=3[NH:36][C:35]=2[CH2:34][CH2:33]1)(=[O:31])[C:25]1[CH:30]=[CH:29][CH:28]=[CH:27][CH:26]=1. The yield is 0.690. (2) The reactants are [F:1][C:2]([F:13])([F:12])[C:3]1[CH:8]=[CH:7][C:6](B(O)O)=[CH:5][CH:4]=1.[Br:14][C:15]1[CH:20]=[CH:19][C:18](I)=[CH:17][CH:16]=1.C(=O)([O-])[O-].[Na+].[Na+]. The catalyst is CC([O-])=O.CC([O-])=O.[Pd+2]. The product is [Br:14][C:15]1[CH:20]=[CH:19][C:18]([C:6]2[CH:7]=[CH:8][C:3]([C:2]([F:13])([F:12])[F:1])=[CH:4][CH:5]=2)=[CH:17][CH:16]=1. The yield is 0.700.